This data is from Peptide-MHC class II binding affinity with 134,281 pairs from IEDB. The task is: Regression. Given a peptide amino acid sequence and an MHC pseudo amino acid sequence, predict their binding affinity value. This is MHC class II binding data. (1) The peptide sequence is GELQIVDKPDAAFKI. The MHC is DRB1_1201 with pseudo-sequence DRB1_1201. The binding affinity (normalized) is 0.273. (2) The peptide sequence is SEDEIRQTLDYRWVN. The MHC is DRB1_0101 with pseudo-sequence DRB1_0101. The binding affinity (normalized) is 0.357. (3) The peptide sequence is EPIAAYHFDLSGIAF. The MHC is DRB1_0901 with pseudo-sequence DRB1_0901. The binding affinity (normalized) is 0.476. (4) The binding affinity (normalized) is 0.163. The peptide sequence is QYIKANSKFIGITE. The MHC is DRB1_1201 with pseudo-sequence DRB1_1201. (5) The peptide sequence is KRHRKVLRDNIQGIT. The MHC is DRB1_0101 with pseudo-sequence DRB1_0101. The binding affinity (normalized) is 0. (6) The peptide sequence is INAGFKAALAAAAGVPPADKY. The MHC is HLA-DPA10201-DPB10101 with pseudo-sequence HLA-DPA10201-DPB10101. The binding affinity (normalized) is 0.379.